Dataset: Catalyst prediction with 721,799 reactions and 888 catalyst types from USPTO. Task: Predict which catalyst facilitates the given reaction. (1) Reactant: CC1(C)C(C)(C)OB([C:9]2[CH:10]=[N:11][N:12](C(OC(C)(C)C)=O)[CH:13]=2)O1.[Br:22][C:23]1[CH:32]=[C:31]2[C:26]([N:27]=[CH:28][C:29](Cl)=[N:30]2)=[CH:25][CH:24]=1.C(Cl)Cl.C(=O)([O-])[O-].[K+].[K+]. Product: [Br:22][C:23]1[CH:32]=[C:31]2[C:26]([N:27]=[CH:28][C:29]([C:9]3[CH:13]=[N:12][NH:11][CH:10]=3)=[N:30]2)=[CH:25][CH:24]=1. The catalyst class is: 294. (2) The catalyst class is: 168. Reactant: [CH:1]1([C:6]2[S:10][C:9]([NH:11][C:12]([C:14]3[CH:15]=[C:16]([S:21](Cl)(=[O:23])=[O:22])[CH:17]=[CH:18][C:19]=3[F:20])=[O:13])=[N:8][N:7]=2)[CH2:5][CH2:4][CH2:3][CH2:2]1.[NH4+:25].[OH-]. Product: [NH2:25][S:21]([C:16]1[CH:17]=[CH:18][C:19]([F:20])=[C:14]([CH:15]=1)[C:12]([NH:11][C:9]1[S:10][C:6]([CH:1]2[CH2:5][CH2:4][CH2:3][CH2:2]2)=[N:7][N:8]=1)=[O:13])(=[O:23])=[O:22]. (3) The catalyst class is: 19. Reactant: [CH3:1][O:2][CH:3]([O:16][CH3:17])[C:4]1[N:5]=[C:6](Cl)[C:7]2[CH2:13][CH2:12][C:11](=[O:14])[NH:10][C:8]=2[N:9]=1. Product: [CH3:17][O:16][CH:3]([O:2][CH3:1])[C:4]1[N:5]=[CH:6][C:7]2[CH2:13][CH2:12][C:11](=[O:14])[NH:10][C:8]=2[N:9]=1.